Dataset: Forward reaction prediction with 1.9M reactions from USPTO patents (1976-2016). Task: Predict the product of the given reaction. (1) The product is: [CH3:5][O:6][C:7]1[C:8]([CH3:14])=[C:9]([SH:20])[CH:10]=[CH:11][CH:12]=1. Given the reactants N([O-])=O.[Na+].[CH3:5][O:6][C:7]1[C:8]([CH3:14])=[C:9](N)[CH:10]=[CH:11][CH:12]=1.Cl.CCOC([S-])=[S:20].[K+], predict the reaction product. (2) Given the reactants Cl[C:2]1[CH:12]=[C:11]([NH:13][C:14]2[CH:19]=[CH:18][C:17]([I:20])=[CH:16][C:15]=2[F:21])[C:5]([C:6]([O:8][CH2:9][CH3:10])=[O:7])=[CH:4][N:3]=1.[OH2:22], predict the reaction product. The product is: [F:21][C:15]1[CH:16]=[C:17]([I:20])[CH:18]=[CH:19][C:14]=1[NH:13][C:11]1[C:5]([C:6]([O:8][CH2:9][CH3:10])=[O:7])=[CH:4][NH:3][C:2](=[O:22])[CH:12]=1. (3) Given the reactants Br[C:2]1[CH:10]=[C:9]([NH:11][S:12]([CH3:15])(=[O:14])=[O:13])[CH:8]=[C:7]2[C:3]=1[CH:4]=[N:5][NH:6]2.[B:16]1([B:16]2[O:20][C:19]([CH3:22])([CH3:21])[C:18]([CH3:24])([CH3:23])[O:17]2)[O:20][C:19]([CH3:22])([CH3:21])[C:18]([CH3:24])([CH3:23])[O:17]1.C([O-])(=O)C.[K+], predict the reaction product. The product is: [CH3:23][C:18]1([CH3:24])[C:19]([CH3:22])([CH3:21])[O:20][B:16]([C:2]2[CH:10]=[C:9]([NH:11][S:12]([CH3:15])(=[O:14])=[O:13])[CH:8]=[C:7]3[C:3]=2[CH:4]=[N:5][NH:6]3)[O:17]1. (4) The product is: [Br:1][C:2]1[CH:3]=[CH:4][C:5]([O:24][CH2:25][C@@H:26]([CH3:29])[CH2:27][CH3:28])=[C:6]([C:8]2[CH:13]=[CH:12][CH:11]=[CH:10][C:9]=2[C:14]2[N:19]=[C:18]([C:20]([OH:22])=[O:21])[CH:17]=[CH:16][CH:15]=2)[CH:7]=1. Given the reactants [Br:1][C:2]1[CH:3]=[CH:4][C:5]([O:24][CH2:25][C@@H:26]([CH3:29])[CH2:27][CH3:28])=[C:6]([C:8]2[CH:13]=[CH:12][CH:11]=[CH:10][C:9]=2[C:14]2[N:19]=[C:18]([C:20]([O:22]C)=[O:21])[CH:17]=[CH:16][CH:15]=2)[CH:7]=1.[OH-].[Na+], predict the reaction product. (5) Given the reactants [OH:1][C@@H:2]([C@H:4]1[C:10](=[O:11])[N:9]2[C@@H:5]1[C@@H:6]([CH3:53])[C:7]([S:25][C@@H:26]1[CH2:30][CH2:29][O:28][C@@H:27]1[CH2:31][NH:32][C:33](=[O:52])[C@@H:34]([NH:38]C(OCC1C=CC([N+]([O-])=O)=CC=1)=O)[CH:35]([CH3:37])[CH3:36])=[C:8]2[C:12]([O:14]CC1C=CC([N+]([O-])=O)=CC=1)=[O:13])[CH3:3].[H][H], predict the reaction product. The product is: [NH2:38][C@@H:34]([CH:35]([CH3:37])[CH3:36])[C:33]([NH:32][CH2:31][C@@H:27]1[C@H:26]([S:25][C:7]2[C@H:6]([CH3:53])[C@H:5]3[N:9]([C:10](=[O:11])[C@@H:4]3[C@H:2]([OH:1])[CH3:3])[C:8]=2[C:12]([OH:14])=[O:13])[CH2:30][CH2:29][O:28]1)=[O:52]. (6) Given the reactants [H-].[Al+3].[Li+].[H-].[H-].[H-].[C:7]([CH:9]1[S:13][C:12]([C:14]2[NH:15][C:16]3[C:21]([CH:22]=2)=[CH:20][CH:19]=[CH:18][C:17]=3[N:23]([CH3:32])[S:24]([C:27]2[S:28][CH:29]=[CH:30][CH:31]=2)(=[O:26])=[O:25])=[N:11][CH2:10]1)#[N:8].[OH-].[Na+], predict the reaction product. The product is: [NH2:8][CH2:7][CH:9]1[S:13][C:12]([C:14]2[NH:15][C:16]3[C:21]([CH:22]=2)=[CH:20][CH:19]=[CH:18][C:17]=3[N:23]([CH3:32])[S:24]([C:27]2[S:28][CH:29]=[CH:30][CH:31]=2)(=[O:26])=[O:25])=[N:11][CH2:10]1. (7) The product is: [C:13]([O:12][C:10]([N:7]1[CH2:6][CH2:5][CH:4]([C:1](=[O:3])[CH:2]=[C:17]([OH:20])[CH2:18][CH3:19])[CH2:9][CH2:8]1)=[O:11])([CH3:16])([CH3:15])[CH3:14]. Given the reactants [C:1]([CH:4]1[CH2:9][CH2:8][N:7]([C:10]([O:12][C:13]([CH3:16])([CH3:15])[CH3:14])=[O:11])[CH2:6][CH2:5]1)(=[O:3])[CH3:2].[C:17](OC)(=[O:20])[CH2:18][CH3:19].CC(C)([O-])C.[K+], predict the reaction product. (8) Given the reactants [Cl:1][C:2]1[CH:3]=[C:4]2[CH:10]=[C:9]([C:11]([OH:13])=O)[NH:8][C:5]2=[CH:6][N:7]=1.[Cl-].COC1N=C(OC)N=C([N+]2(C)CCOCC2)N=1.Cl.[CH2:33]([O:35][C:36](=[O:47])[CH:37]([NH2:46])[C:38](=[O:45])[C:39]1[CH:44]=[CH:43][CH:42]=[CH:41][CH:40]=1)[CH3:34].CN1CCOCC1, predict the reaction product. The product is: [CH2:33]([O:35][C:36](=[O:47])[CH:37]([NH:46][C:11]([C:9]1[NH:8][C:5]2=[CH:6][N:7]=[C:2]([Cl:1])[CH:3]=[C:4]2[CH:10]=1)=[O:13])[C:38](=[O:45])[C:39]1[CH:44]=[CH:43][CH:42]=[CH:41][CH:40]=1)[CH3:34].